Dataset: Forward reaction prediction with 1.9M reactions from USPTO patents (1976-2016). Task: Predict the product of the given reaction. Given the reactants [CH3:1][O:2][C:3]1[CH:4]=[C:5]([NH2:15])[CH:6]=[CH:7][C:8]=1[N:9]1[CH:13]=[C:12]([CH3:14])[N:11]=[CH:10]1.[Cl:16][C:17]1[N:22]=[C:21](Cl)[N:20]=[C:19]([O:24][CH:25]([CH3:27])[CH3:26])[N:18]=1, predict the reaction product. The product is: [Cl:16][C:17]1[N:18]=[C:19]([O:24][CH:25]([CH3:27])[CH3:26])[N:20]=[C:21]([NH:15][C:5]2[CH:6]=[CH:7][C:8]([N:9]3[CH:13]=[C:12]([CH3:14])[N:11]=[CH:10]3)=[C:3]([O:2][CH3:1])[CH:4]=2)[N:22]=1.